Dataset: Forward reaction prediction with 1.9M reactions from USPTO patents (1976-2016). Task: Predict the product of the given reaction. (1) Given the reactants [CH2:1]([N:9]1[C:17](=[O:18])[C:16]2[C:11](=[C:12]3[CH:21]=[N:20][NH:19][C:13]3=[N:14][CH:15]=2)[C:10]1=[O:22])[CH2:2][C:3]1[CH:8]=[CH:7][CH:6]=[CH:5][CH:4]=1.C1C(=O)N([Br:30])C(=O)C1.O, predict the reaction product. The product is: [Br:30][C:21]1[C:12]2[C:13](=[N:14][CH:15]=[C:16]3[C:17](=[O:18])[N:9]([CH2:1][CH2:2][C:3]4[CH:4]=[CH:5][CH:6]=[CH:7][CH:8]=4)[C:10](=[O:22])[C:11]3=2)[NH:19][N:20]=1. (2) Given the reactants [Cl:1][C:2]1[N:7]=[C:6]([N:8]([CH3:28])[C:9]2[CH:27]=[CH:26][C:12]3[N:13]([CH3:25])[C:14]([NH:16][CH2:17][C:18]4[CH:23]=[CH:22][C:21]([F:24])=[CH:20][CH:19]=4)=[N:15][C:11]=3[CH:10]=2)[CH:5]=[CH:4][N:3]=1.[CH3:29][NH:30][S:31]([CH2:34][CH2:35][C:36]1[CH:41]=[CH:40][C:39]([NH2:42])=[CH:38][CH:37]=1)(=[O:33])=[O:32], predict the reaction product. The product is: [ClH:1].[CH3:29][NH:30][S:31]([CH2:34][CH2:35][C:36]1[CH:37]=[CH:38][C:39]([NH:42][C:2]2[N:7]=[C:6]([N:8]([C:9]3[CH:27]=[CH:26][C:12]4[N:13]([CH3:25])[C:14]([NH:16][CH2:17][C:18]5[CH:19]=[CH:20][C:21]([F:24])=[CH:22][CH:23]=5)=[N:15][C:11]=4[CH:10]=3)[CH3:28])[CH:5]=[CH:4][N:3]=2)=[CH:40][CH:41]=1)(=[O:32])=[O:33].